The task is: Predict the product of the given reaction.. This data is from Forward reaction prediction with 1.9M reactions from USPTO patents (1976-2016). (1) Given the reactants [CH3:1][C:2]1[CH:7]=[C:6]([CH3:8])[N:5]=[C:4]2[S:9][N:10]=[C:11]([O:12][CH2:13][C:14]([O:16]C)=[O:15])[C:3]=12, predict the reaction product. The product is: [CH3:1][C:2]1[CH:7]=[C:6]([CH3:8])[N:5]=[C:4]2[S:9][N:10]=[C:11]([O:12][CH2:13][C:14]([OH:16])=[O:15])[C:3]=12. (2) Given the reactants [CH3:1][O:2][C:3]1[CH:8]=[CH:7][CH:6]=[C:5]([CH3:9])[C:4]=1[N+:10]([O-])=O, predict the reaction product. The product is: [CH3:1][O:2][C:3]1[CH:8]=[CH:7][CH:6]=[C:5]([CH3:9])[C:4]=1[NH2:10].